Dataset: Reaction yield outcomes from USPTO patents with 853,638 reactions. Task: Predict the reaction yield, written as a fraction of the theoretical maximum amount of product (1.0 means a 100% yield; for example, 0.34 means a 34% yield). (1) The reactants are [Cl:1][C:2]1[N:7]=[CH:6][C:5]([NH:8][C:9](=[O:15])[O:10][C:11]([CH3:14])([CH3:13])[CH3:12])=[CH:4][CH:3]=1.[Li]CCCC.[I:21]I.O. The catalyst is C1COCC1. The product is [Cl:1][C:2]1[N:7]=[CH:6][C:5]([NH:8][C:9](=[O:15])[O:10][C:11]([CH3:12])([CH3:14])[CH3:13])=[C:4]([I:21])[CH:3]=1. The yield is 0.323. (2) The reactants are [S:1]1[CH:5]=[C:4]([C:6]2[C:7]([NH2:26])=[N:8][CH:9]=[C:10]([C:12]3[CH:17]=[CH:16][C:15]([O:18][Si:19]([C:22]([CH3:25])([CH3:24])[CH3:23])([CH3:21])[CH3:20])=[CH:14][CH:13]=3)[N:11]=2)[C:3]2[CH:27]=[CH:28][CH:29]=[CH:30][C:2]1=2.[Si:31]([O:38][C:39]1[CH:44]=[CH:43][C:42]([CH2:45][C:46](Cl)=[O:47])=[CH:41][CH:40]=1)([C:34]([CH3:37])([CH3:36])[CH3:35])([CH3:33])[CH3:32].O. The catalyst is CN(C)C1C=CN=CC=1.N1C=CC=CC=1. The product is [S:1]1[CH:5]=[C:4]([C:6]2[C:7]([NH:26][C:46](=[O:47])[CH2:45][C:42]3[CH:41]=[CH:40][C:39]([O:38][Si:31]([C:34]([CH3:36])([CH3:35])[CH3:37])([CH3:32])[CH3:33])=[CH:44][CH:43]=3)=[N:8][CH:9]=[C:10]([C:12]3[CH:13]=[CH:14][C:15]([O:18][Si:19]([C:22]([CH3:25])([CH3:24])[CH3:23])([CH3:21])[CH3:20])=[CH:16][CH:17]=3)[N:11]=2)[C:3]2[CH:27]=[CH:28][CH:29]=[CH:30][C:2]1=2. The yield is 0.635. (3) The product is [F:1][C:2]([F:30])([O:6][C:7]1[CH:8]=[C:9]([CH2:13][N:14]([C:15]2[CH:22]=[CH:21][CH:20]=[C:17]([C:18]3[NH:37][N:36]=[N:35][N:19]=3)[CH:16]=2)[CH2:23][CH:24]([OH:29])[C:25]([F:27])([F:28])[F:26])[CH:10]=[CH:11][CH:12]=1)[CH:3]([F:5])[F:4]. The reactants are [F:1][C:2]([F:30])([O:6][C:7]1[CH:8]=[C:9]([CH2:13][N:14]([CH2:23][CH:24]([OH:29])[C:25]([F:28])([F:27])[F:26])[C:15]2[CH:16]=[C:17]([CH:20]=[CH:21][CH:22]=2)[C:18]#[N:19])[CH:10]=[CH:11][CH:12]=1)[CH:3]([F:5])[F:4].C[Sn]([N:35]=[N+:36]=[N-:37])(C)C.C1COCC1.Cl. The yield is 0.330. The catalyst is C1(C)C=CC=CC=1. (4) The reactants are [I:1][C:2]1[CH:7]=[CH:6][C:5]([N:8]=[C:9]=[O:10])=[CH:4][CH:3]=1.[CH:11]1([C@H:14]([OH:16])[CH3:15])[CH2:13][CH2:12]1. The catalyst is C(Cl)Cl. The product is [CH:11]1([C@H:14]([O:16][C:9](=[O:10])[NH:8][C:5]2[CH:6]=[CH:7][C:2]([I:1])=[CH:3][CH:4]=2)[CH3:15])[CH2:13][CH2:12]1. The yield is 0.930.